Dataset: Peptide-MHC class I binding affinity with 185,985 pairs from IEDB/IMGT. Task: Regression. Given a peptide amino acid sequence and an MHC pseudo amino acid sequence, predict their binding affinity value. This is MHC class I binding data. The peptide sequence is AIMTRCLAV. The MHC is HLA-A02:01 with pseudo-sequence HLA-A02:01. The binding affinity (normalized) is 0.836.